From a dataset of Reaction yield outcomes from USPTO patents with 853,638 reactions. Predict the reaction yield, written as a fraction of the theoretical maximum amount of product (1.0 means a 100% yield; for example, 0.34 means a 34% yield). (1) The reactants are [CH3:1][C:2]1[CH:7]=[C:6]([CH3:8])[C:5]([NH2:9])=[C:4]([N+:10]([O-:12])=[O:11])[CH:3]=1.[N:13]([O-])=O.[Na+]. The catalyst is C(O)(=O)C.[OH-].[NH4+]. The product is [CH3:1][C:2]1[CH:7]=[C:6]2[C:5](=[C:4]([N+:10]([O-:12])=[O:11])[CH:3]=1)[NH:9][N:13]=[CH:8]2. The yield is 0.0900. (2) The reactants are [NH:1]1[CH:5]=[C:4]([C:6]([O:8][CH2:9][CH3:10])=[O:7])[CH:3]=[N:2]1.[H-].[Na+].Br[CH2:14][CH2:15][CH:16]1[O:20][CH2:19][CH2:18][O:17]1.[CH3:21]N(C=O)C. No catalyst specified. The product is [O:17]1[CH2:18][CH2:19][O:20][CH:16]1[CH2:15][CH2:14][CH2:21][N:1]1[CH:5]=[C:4]([C:6]([O:8][CH2:9][CH3:10])=[O:7])[CH:3]=[N:2]1. The yield is 0.590. (3) The reactants are [Cl:1][C:2]1[CH:7]=[CH:6][C:5]([C:8]2([OH:19])[CH2:13][CH2:12][NH:11][CH2:10][C:9]2([CH2:15][O:16][CH2:17][CH3:18])[CH3:14])=[CH:4][CH:3]=1.C([O-])([O-])=O.[K+].[K+].Br[CH2:27][CH2:28][CH:29]=[C:30]1[C:36]2[CH:37]=[CH:38][CH:39]=[N:40][C:35]=2[CH2:34][O:33][C:32]2[CH:41]=[CH:42][C:43]([C:45]([OH:48])([CH3:47])[CH3:46])=[CH:44][C:31]1=2. The catalyst is C(#N)C.O. The product is [Cl:1][C:2]1[CH:7]=[CH:6][C:5]([C:8]2([OH:19])[CH2:13][CH2:12][N:11]([CH2:27][CH2:28][CH:29]=[C:30]3[C:36]4[CH:37]=[CH:38][CH:39]=[N:40][C:35]=4[CH2:34][O:33][C:32]4[CH:41]=[CH:42][C:43]([C:45]([OH:48])([CH3:47])[CH3:46])=[CH:44][C:31]3=4)[CH2:10][C:9]2([CH2:15][O:16][CH2:17][CH3:18])[CH3:14])=[CH:4][CH:3]=1. The yield is 0.650. (4) The product is [C:15]([C:3]1[C:2]([CH3:19])=[C:6]([NH2:7])[N:5]([C:8]2[CH:13]=[CH:12][CH:11]=[CH:10][C:9]=2[CH3:14])[N:4]=1)([CH3:18])([CH3:17])[CH3:16]. The yield is 0.380. The reactants are Br[C:2]1[C:3]([C:15]([CH3:18])([CH3:17])[CH3:16])=[N:4][N:5]([C:8]2[CH:13]=[CH:12][CH:11]=[CH:10][C:9]=2[CH3:14])[C:6]=1[NH2:7].[CH3:19]B1OB(C)OB(C)O1.C(=O)([O-])[O-].[K+].[K+]. The catalyst is CN(C=O)C.O. (5) The reactants are [C:1]([O:5][C:6]([N:8]1[CH2:12][CH2:11][C:10]([C:14]2[CH:19]=[CH:18][CH:17]=[C:16]([Cl:20])[C:15]=2[F:21])([OH:13])[CH2:9]1)=[O:7])([CH3:4])([CH3:3])[CH3:2].[H-].[Na+].I[CH3:25]. The catalyst is O1CCCC1. The product is [Cl:20][C:16]1[C:15]([F:21])=[C:14]([C:10]2([O:13][CH3:25])[CH2:11][CH2:12][N:8]([C:6]([O:5][C:1]([CH3:4])([CH3:2])[CH3:3])=[O:7])[CH2:9]2)[CH:19]=[CH:18][CH:17]=1. The yield is 0.770.